Dataset: Forward reaction prediction with 1.9M reactions from USPTO patents (1976-2016). Task: Predict the product of the given reaction. (1) Given the reactants [CH3:1][CH:2]1[N:6]=[C:5]2[CH:7]=CC(CO)=C[C:4]2=[N:3]1.[Cl:13][C:14]1[C:19]2=[CH:20][NH:21][N:22]=[C:18]2[CH:17]=[CH:16][N:15]=1.C1(P([C:36]2[CH:41]=[CH:40]C=CC=2)C2C=CC=CC=2)C=CC=CC=1.O1CCC[CH2:43]1, predict the reaction product. The product is: [Cl:13][C:14]1[C:19]2=[CH:20][N:21]([CH2:43][C:41]3[CH:40]=[CH:1][C:2]4[N:3]([CH:4]=[C:5]([CH3:7])[N:6]=4)[CH:36]=3)[N:22]=[C:18]2[CH:17]=[CH:16][N:15]=1. (2) Given the reactants CC1C=CC(S(O[CH2:12][C@H:13]([OH:29])[CH2:14][CH2:15][N:16]2[C:21](=[O:22])[CH:20]=[N:19][C:18]3[CH:23]=[CH:24][C:25]([O:27][CH3:28])=[N:26][C:17]2=3)(=O)=O)=CC=1.C(=O)([O-])[O-].[K+].[K+], predict the reaction product. The product is: [CH3:28][O:27][C:25]1[CH:24]=[CH:23][C:18]2[N:19]=[CH:20][C:21](=[O:22])[N:16]([CH2:15][CH2:14][C@@H:13]3[CH2:12][O:29]3)[C:17]=2[N:26]=1. (3) Given the reactants [CH3:1][NH2:2].[F:3][C:4]([F:34])([F:33])[O:5][C:6]1[CH:11]=[CH:10][C:9]([C:12]2[CH:17]=[CH:16][C:15]([N:18]3[CH2:23][CH2:22][N:21]([C:24]([O:26][CH2:27][C:28]([O:30]CC)=O)=[O:25])[CH2:20][CH2:19]3)=[CH:14][CH:13]=2)=[CH:8][CH:7]=1, predict the reaction product. The product is: [F:3][C:4]([F:33])([F:34])[O:5][C:6]1[CH:7]=[CH:8][C:9]([C:12]2[CH:17]=[CH:16][C:15]([N:18]3[CH2:19][CH2:20][N:21]([C:24]([O:26][CH2:27][C:28]([NH:2][CH3:1])=[O:30])=[O:25])[CH2:22][CH2:23]3)=[CH:14][CH:13]=2)=[CH:10][CH:11]=1. (4) Given the reactants [CH3:1][C@@H:2]1[CH2:6][C@@H:5]([CH:7]2[CH2:9][N@@:8]2[S:10]([C:13]2[CH:18]=[CH:17][CH:16]=[CH:15][C:14]=2[N+:19]([O-:21])=[O:20])(=[O:12])=[O:11])[O:4][C:3]1=[O:22].[Cl:23][C:24]1[CH:29]=[CH:28][C:27]([F:30])=[CH:26][C:25]=1[N:31]1[CH2:36][C:35]([CH3:38])([CH3:37])[NH:34][CH2:33][C:32]1=[O:39], predict the reaction product. The product is: [Cl:23][C:24]1[CH:29]=[CH:28][C:27]([F:30])=[CH:26][C:25]=1[N:31]1[C:32](=[O:39])[CH2:33][N:34]([CH2:9][C@H:7]([NH:8][S:10]([C:13]2[CH:18]=[CH:17][CH:16]=[CH:15][C:14]=2[N+:19]([O-:21])=[O:20])(=[O:12])=[O:11])[C@@H:5]2[CH2:6][C@@H:2]([CH3:1])[C:3](=[O:22])[O:4]2)[C:35]([CH3:38])([CH3:37])[CH2:36]1.